From a dataset of Forward reaction prediction with 1.9M reactions from USPTO patents (1976-2016). Predict the product of the given reaction. (1) Given the reactants C(OC([NH:8][CH2:9][CH2:10][C:11]1[CH:12]=[C:13]([NH:17][C:18](=[O:40])[CH2:19][N:20]2[CH:24]=[C:23]([O:25][C:26]3[C:35]4[C:30](=[CH:31][C:32]([O:38][CH3:39])=[C:33]([O:36][CH3:37])[CH:34]=4)[N:29]=[CH:28][N:27]=3)[CH:22]=[N:21]2)[CH:14]=[CH:15][CH:16]=1)=O)(C)(C)C.FC(F)(F)C(O)=O, predict the reaction product. The product is: [NH2:8][CH2:9][CH2:10][C:11]1[CH:12]=[C:13]([NH:17][C:18](=[O:40])[CH2:19][N:20]2[CH:24]=[C:23]([O:25][C:26]3[C:35]4[C:30](=[CH:31][C:32]([O:38][CH3:39])=[C:33]([O:36][CH3:37])[CH:34]=4)[N:29]=[CH:28][N:27]=3)[CH:22]=[N:21]2)[CH:14]=[CH:15][CH:16]=1. (2) Given the reactants [NH2:1][C:2]1[CH:7]=[C:6]([N:8]2[CH2:12][CH2:11][C@:10]([CH:15]3[CH2:17][CH2:16]3)([C:13]#[N:14])[C:9]2=[O:18])[CH:5]=[CH:4][N:3]=1.Cl[C:20]1[N:25]=[CH:24][C:23]([C:26]2([C:32]([NH:34][CH3:35])=[O:33])[CH2:31][CH2:30][O:29][CH2:28][CH2:27]2)=[CH:22][CH:21]=1.C(=O)([O-])[O-].[K+].[K+].C1(P(C2CCCCC2)C2C(OC)=CC=C(OC)C=2C2C(C(C)C)=CC(C(C)C)=CC=2C(C)C)CCCCC1.C(=O)([O-])O.[Na+], predict the reaction product. The product is: [C:13]([C@@:10]1([CH:15]2[CH2:17][CH2:16]2)[CH2:11][CH2:12][N:8]([C:6]2[CH:5]=[CH:4][N:3]=[C:2]([NH:1][C:20]3[N:25]=[CH:24][C:23]([C:26]4([C:32]([NH:34][CH3:35])=[O:33])[CH2:31][CH2:30][O:29][CH2:28][CH2:27]4)=[CH:22][CH:21]=3)[CH:7]=2)[C:9]1=[O:18])#[N:14]. (3) The product is: [C:1]([O:9][CH2:10][C:11]#[C:12][CH2:13][N:25]1[CH2:26][CH2:27][CH:22]([CH2:15][C:16]2[CH:21]=[CH:20][CH:19]=[CH:18][CH:17]=2)[CH2:23][CH2:24]1)(=[O:8])[C:2]1[CH:7]=[CH:6][CH:5]=[CH:4][CH:3]=1. Given the reactants [C:1]([O:9][CH2:10][C:11]#[C:12][CH2:13]Br)(=[O:8])[C:2]1[CH:7]=[CH:6][CH:5]=[CH:4][CH:3]=1.[CH2:15]([CH:22]1[CH2:27][CH2:26][NH:25][CH2:24][CH2:23]1)[C:16]1[CH:21]=[CH:20][CH:19]=[CH:18][CH:17]=1.C([O-])([O-])=O.[K+].[K+], predict the reaction product. (4) Given the reactants [CH3:1][C:2]1[CH:10]=[CH:9][C:5]([C:6](O)=[O:7])=[CH:4][C:3]=1[C:11]1[CH:12]=[C:13]2[C:17](=[CH:18][CH:19]=1)[C:16](=[O:20])[N:15]([C:21]1[CH:26]=[CH:25][CH:24]=[CH:23][CH:22]=1)[CH2:14]2.[CH:27]1([NH2:30])[CH2:29][CH2:28]1.C1C=CC2N(O)N=NC=2C=1.C1CN([P+](ON2N=NC3C=CC=CC2=3)(N2CCCC2)N2CCCC2)CC1.F[P-](F)(F)(F)(F)F.C(N(CC)C(C)C)(C)C, predict the reaction product. The product is: [CH:27]1([NH:30][C:6](=[O:7])[C:5]2[CH:9]=[CH:10][C:2]([CH3:1])=[C:3]([C:11]3[CH:12]=[C:13]4[C:17](=[CH:18][CH:19]=3)[C:16](=[O:20])[N:15]([C:21]3[CH:22]=[CH:23][CH:24]=[CH:25][CH:26]=3)[CH2:14]4)[CH:4]=2)[CH2:29][CH2:28]1. (5) Given the reactants [Br:1][C:2]1[CH:3]=[CH:4][C:5]2[N:6]([CH:16]3[CH2:22][CH:21]4[N:23](C)[CH:18]([CH2:19][CH2:20]4)[CH2:17]3)[C:7]3[C:12]([S:13][C:14]=2[CH:15]=1)=[CH:11][CH:10]=[CH:9][CH:8]=3.ClC(OC(Cl)C)=O.C(N(C(C)C)CC)(C)C, predict the reaction product. The product is: [CH:21]12[NH:23][CH:18]([CH2:19][CH2:20]1)[CH2:17][CH:16]([N:6]1[C:5]3[CH:4]=[CH:3][C:2]([Br:1])=[CH:15][C:14]=3[S:13][C:12]3[C:7]1=[CH:8][CH:9]=[CH:10][CH:11]=3)[CH2:22]2. (6) Given the reactants [CH3:1][C:2]([N:6]1[CH2:11][CH2:10][O:9][CH2:8][CH2:7]1)([CH3:5])[CH2:3][NH2:4].C(N(C(C)C)CC)(C)C.[CH3:21][C:22]([O:25][C:26]([N:28]([C:46]([O:48][C:49]([CH3:52])([CH3:51])[CH3:50])=[O:47])[N:29]([C:37]1[C:42]([F:43])=[C:41](Cl)[N:40]=[C:39]([Cl:45])[N:38]=1)[C:30]([O:32][C:33]([CH3:36])([CH3:35])[CH3:34])=[O:31])=[O:27])([CH3:24])[CH3:23].CCOCC, predict the reaction product. The product is: [CH3:24][C:22]([O:25][C:26]([N:28]([C:46]([O:48][C:49]([CH3:52])([CH3:51])[CH3:50])=[O:47])[N:29]([C:37]1[C:42]([F:43])=[C:41]([NH:4][CH2:3][C:2]([CH3:1])([N:6]2[CH2:7][CH2:8][O:9][CH2:10][CH2:11]2)[CH3:5])[N:40]=[C:39]([Cl:45])[N:38]=1)[C:30]([O:32][C:33]([CH3:34])([CH3:35])[CH3:36])=[O:31])=[O:27])([CH3:21])[CH3:23]. (7) The product is: [CH2:8]([N:9]([CH2:10][CH3:11])[CH2:2][C:3]([OH:5])=[O:4])[CH3:7].[OH:6][CH2:7][CH2:8][N:9]1[C:14](=[O:15])[CH2:13][CH2:12][CH:11]([N:16]2[C:17](=[O:26])[C:18]3[C:23](=[CH:22][CH:21]=[CH:20][CH:19]=3)[C:24]2=[O:25])[C:10]1=[O:27]. Given the reactants Br[CH2:2][C:3]([OH:5])=[O:4].[OH:6][CH2:7][CH2:8][N:9]1[C:14](=[O:15])[CH2:13][CH2:12][CH:11]([N:16]2[C:24](=[O:25])[C:23]3[C:18](=[CH:19][CH:20]=[CH:21][CH:22]=3)[C:17]2=[O:26])[C:10]1=[O:27].C(=O)([O-])[O-].[K+].[K+].C(NCC)C, predict the reaction product.